Dataset: NCI-60 drug combinations with 297,098 pairs across 59 cell lines. Task: Regression. Given two drug SMILES strings and cell line genomic features, predict the synergy score measuring deviation from expected non-interaction effect. (1) Drug 1: CS(=O)(=O)CCNCC1=CC=C(O1)C2=CC3=C(C=C2)N=CN=C3NC4=CC(=C(C=C4)OCC5=CC(=CC=C5)F)Cl. Drug 2: CN1C2=C(C=C(C=C2)N(CCCl)CCCl)N=C1CCCC(=O)O.Cl. Cell line: A549. Synergy scores: CSS=6.13, Synergy_ZIP=0.528, Synergy_Bliss=2.22, Synergy_Loewe=-11.3, Synergy_HSA=-0.444. (2) Drug 1: C1C(C(OC1N2C=C(C(=O)NC2=O)F)CO)O. Drug 2: CC1CCC2CC(C(=CC=CC=CC(CC(C(=O)C(C(C(=CC(C(=O)CC(OC(=O)C3CCCCN3C(=O)C(=O)C1(O2)O)C(C)CC4CCC(C(C4)OC)OCCO)C)C)O)OC)C)C)C)OC. Cell line: COLO 205. Synergy scores: CSS=29.0, Synergy_ZIP=-3.05, Synergy_Bliss=-4.82, Synergy_Loewe=-11.5, Synergy_HSA=-3.03. (3) Drug 1: CCC1=CC2CC(C3=C(CN(C2)C1)C4=CC=CC=C4N3)(C5=C(C=C6C(=C5)C78CCN9C7C(C=CC9)(C(C(C8N6C)(C(=O)OC)O)OC(=O)C)CC)OC)C(=O)OC.C(C(C(=O)O)O)(C(=O)O)O. Drug 2: CC1C(C(=O)NC(C(=O)N2CCCC2C(=O)N(CC(=O)N(C(C(=O)O1)C(C)C)C)C)C(C)C)NC(=O)C3=C4C(=C(C=C3)C)OC5=C(C(=O)C(=C(C5=N4)C(=O)NC6C(OC(=O)C(N(C(=O)CN(C(=O)C7CCCN7C(=O)C(NC6=O)C(C)C)C)C)C(C)C)C)N)C. Cell line: SF-268. Synergy scores: CSS=32.8, Synergy_ZIP=10.5, Synergy_Bliss=11.9, Synergy_Loewe=11.1, Synergy_HSA=12.1. (4) Synergy scores: CSS=24.9, Synergy_ZIP=-6.51, Synergy_Bliss=-4.02, Synergy_Loewe=-6.30, Synergy_HSA=-0.592. Drug 2: CC1CCC2CC(C(=CC=CC=CC(CC(C(=O)C(C(C(=CC(C(=O)CC(OC(=O)C3CCCCN3C(=O)C(=O)C1(O2)O)C(C)CC4CCC(C(C4)OC)O)C)C)O)OC)C)C)C)OC. Cell line: DU-145. Drug 1: CC1C(C(CC(O1)OC2CC(CC3=C2C(=C4C(=C3O)C(=O)C5=C(C4=O)C(=CC=C5)OC)O)(C(=O)C)O)N)O.Cl.